This data is from Full USPTO retrosynthesis dataset with 1.9M reactions from patents (1976-2016). The task is: Predict the reactants needed to synthesize the given product. (1) Given the product [S:1]1[C:5]([C:6]2[CH:7]=[C:8]([C:49]3[C:50]4[N:51]=[C:52]([NH2:56])[N:53]=[CH:54][C:55]=4[NH:47][CH:48]=3)[CH:9]=[C:10]3[C:14]=2[NH:13][N:12]=[C:11]3[CH3:23])=[CH:4][C:3]2[CH:33]=[CH:34][CH:35]=[CH:36][C:2]1=2, predict the reactants needed to synthesize it. The reactants are: [S:1]1[C:5]([C:6]2[C:14]3[C:10](=[C:11]([CH3:23])[N:12](COCC[Si](C)(C)C)[N:13]=3)[CH:9]=[C:8](B3OC(C)(C)C(C)(C)O3)[CH:7]=2)=[CH:4][C:3]2[CH:33]=[CH:34][CH:35]=[CH:36][C:2]1=2.B([O-])[O-].C(OC([N:47]1[C:55]2[CH:54]=[N:53][C:52]([N:56]=CN(C)C)=[N:51][C:50]=2[C:49](I)=[CH:48]1)=O)(C)(C)C. (2) Given the product [Cl:19][C:20]1[CH:28]=[C:27]([F:29])[CH:26]=[CH:25][C:21]=1[C:22]([NH:16][CH2:15][CH2:14][N:6]1[C:7]2[CH:8]=[CH:9][C:10]([CH3:13])=[CH:11][C:12]=2[C:4]2[CH2:3][N:2]([CH3:1])[CH2:18][CH2:17][C:5]1=2)=[O:23], predict the reactants needed to synthesize it. The reactants are: [CH3:1][N:2]1[CH2:18][CH2:17][C:5]2[N:6]([CH2:14][CH2:15][NH2:16])[C:7]3[CH:8]=[CH:9][C:10]([CH3:13])=[CH:11][C:12]=3[C:4]=2[CH2:3]1.[Cl:19][C:20]1[CH:28]=[C:27]([F:29])[CH:26]=[CH:25][C:21]=1[C:22](O)=[O:23].C1(N=C=NC2CCCCC2)CCCCC1.